From a dataset of Cav3 T-type calcium channel HTS with 100,875 compounds. Binary Classification. Given a drug SMILES string, predict its activity (active/inactive) in a high-throughput screening assay against a specified biological target. The molecule is O(c1ccc(CNC(=O)c2cc3nccnc3cc2)cc1)C. The result is 0 (inactive).